From a dataset of Catalyst prediction with 721,799 reactions and 888 catalyst types from USPTO. Predict which catalyst facilitates the given reaction. Reactant: [Br:1][C:2]1[CH:3]=[C:4]([CH2:12][C:13]([OH:15])=[O:14])[CH:5]=[C:6]([C:8]([F:11])([F:10])[F:9])[CH:7]=1.[CH3:16][Si]([N-][Si](C)(C)C)(C)C.[Li+].IC.Cl. Product: [Br:1][C:2]1[CH:3]=[C:4]([CH:12]([CH3:16])[C:13]([OH:15])=[O:14])[CH:5]=[C:6]([C:8]([F:11])([F:10])[F:9])[CH:7]=1. The catalyst class is: 1.